This data is from CYP2C9 inhibition data for predicting drug metabolism from PubChem BioAssay. The task is: Regression/Classification. Given a drug SMILES string, predict its absorption, distribution, metabolism, or excretion properties. Task type varies by dataset: regression for continuous measurements (e.g., permeability, clearance, half-life) or binary classification for categorical outcomes (e.g., BBB penetration, CYP inhibition). Dataset: cyp2c9_veith. (1) The drug is CC1CN(C(=O)c2cc3c(s2)CCC3)CC(C)O1. The result is 0 (non-inhibitor). (2) The drug is CCCCCCCC/C=C\CCCCCCCC(=O)NCCc1ccc(O)c(O)c1. The result is 1 (inhibitor). (3) The molecule is CCOC(=O)N/N=C1/C[C@@H](O)[C@@H](O)[C@@H]2[C@@H]3C(=O)N(Cc4ccccc4)C(=O)[C@H]3CC[C@@H]12. The result is 0 (non-inhibitor). (4) The molecule is CN1CCN(c2ncnc3ccc(-c4ccoc4)cc23)CC1. The result is 0 (non-inhibitor). (5) The molecule is COC(=O)[C@@H]1CC[C@H](C)[C@@H](c2ccc(C)cc2)N1C(=O)c1ccc(/C=N\OC[C@@H](O)[C@H]2O[C@H]3OC(C)(C)O[C@H]3[C@@H]2O)cc1. The result is 1 (inhibitor). (6) The molecule is CC(C)(C)C(=O)Nc1ccnc(-c2cccnc2)n1. The result is 1 (inhibitor).